From a dataset of Catalyst prediction with 721,799 reactions and 888 catalyst types from USPTO. Predict which catalyst facilitates the given reaction. (1) Reactant: [C:1]([C:3]([C:6]1[CH:7]=[C:8]([CH:29]=[CH:30][CH:31]=1)[C:9]([NH:11][C:12]1[CH:17]=[C:16]([O:18][C:19]2[CH:24]=[CH:23][C:22]([N+:25]([O-])=O)=[CH:21][N:20]=2)[CH:15]=[CH:14][C:13]=1[CH3:28])=[O:10])([CH3:5])[CH3:4])#[N:2].[Cl-].[Ca+2].[Cl-].O. Product: [NH2:25][C:22]1[CH:23]=[CH:24][C:19]([O:18][C:16]2[CH:15]=[CH:14][C:13]([CH3:28])=[C:12]([NH:11][C:9](=[O:10])[C:8]3[CH:29]=[CH:30][CH:31]=[C:6]([C:3]([C:1]#[N:2])([CH3:4])[CH3:5])[CH:7]=3)[CH:17]=2)=[N:20][CH:21]=1. The catalyst class is: 8. (2) Reactant: [N:1]([CH2:4][C@@H:5]([C:7]1[CH:12]=[CH:11][C:10]([O:13][CH2:14][CH:15]([CH3:19])[CH2:16][CH2:17][CH3:18])=[CH:9][CH:8]=1)[NH2:6])=[N+:2]=[N-:3].[C:20]1([C@H:26]([CH3:30])[C:27](O)=[O:28])[CH:25]=[CH:24][CH:23]=[CH:22][CH:21]=1.C(N(CC)C(C)C)(C)C.CN(C(ON1N=NC2C=CC=NC1=2)=[N+](C)C)C.F[P-](F)(F)(F)(F)F.C([O-])(O)=O.[Na+]. Product: [N:1]([CH2:4][C@H:5]([NH:6][C:27](=[O:28])[C@H:26]([C:20]1[CH:25]=[CH:24][CH:23]=[CH:22][CH:21]=1)[CH3:30])[C:7]1[CH:12]=[CH:11][C:10]([O:13][CH2:14][CH:15]([CH3:19])[CH2:16][CH2:17][CH3:18])=[CH:9][CH:8]=1)=[N+:2]=[N-:3]. The catalyst class is: 4. (3) Reactant: [NH2:1][C:2]1[CH:10]=[CH:9][C:8]([O:11][C:12]([F:15])([F:14])[F:13])=[CH:7][C:3]=1[C:4]([OH:6])=[O:5].S(Cl)([Cl:19])(=O)=O. Product: [NH2:1][C:2]1[C:10]([Cl:19])=[CH:9][C:8]([O:11][C:12]([F:13])([F:14])[F:15])=[CH:7][C:3]=1[C:4]([OH:6])=[O:5]. The catalyst class is: 52.